This data is from CYP2D6 inhibition data for predicting drug metabolism from PubChem BioAssay. The task is: Regression/Classification. Given a drug SMILES string, predict its absorption, distribution, metabolism, or excretion properties. Task type varies by dataset: regression for continuous measurements (e.g., permeability, clearance, half-life) or binary classification for categorical outcomes (e.g., BBB penetration, CYP inhibition). Dataset: cyp2d6_veith. The compound is COc1ccccc1CNc1ncncc1-c1ccccc1OC. The result is 1 (inhibitor).